This data is from Experimentally validated miRNA-target interactions with 360,000+ pairs, plus equal number of negative samples. The task is: Binary Classification. Given a miRNA mature sequence and a target amino acid sequence, predict their likelihood of interaction. The miRNA is rno-miR-195-5p with sequence UAGCAGCACAGAAAUAUUGGC. The protein sequence of the target gene is MRHNQMCCETPPTVTVYVKSGSNRSHQPKKPITLKRPICKDNWQAFEKNTHNNNKSKRPKGPCLVIQRQDMTAFFKLFDDDLIQDFLWMDCCCKIADKYLLAMTFVYFKRAKFTISEHTRINFFIALYLANTVEEDEEETKYEIFPWALGKNWRKLFPNFLKLRDQLWDRIDYRAIVSRRCCEEVMAIAPTHYIWQRERSVHHSGAVRNYNRDEVQLPRGPSATPVDCSLCGKKRRYVRLGLSSSSSLSSHTAGVTEKHSQDSYNSLSMDIIGDPSQAYTGSEVVNDHQSNKGKKTNFLK.... Result: 0 (no interaction).